From a dataset of Catalyst prediction with 721,799 reactions and 888 catalyst types from USPTO. Predict which catalyst facilitates the given reaction. (1) Reactant: C(O)(C(F)(F)F)=O.C([O:12][C:13]([C:15]1[CH:16]=[C:17]([C:21]2[N:30]=[C:29]([NH:31][C:32]([C:34]3([C:37]4[CH:47]=[CH:46][C:40]5[O:41][C:42]([F:45])([F:44])[O:43][C:39]=5[CH:38]=4)[CH2:36][CH2:35]3)=[O:33])[CH:28]=[CH:27][C:22]=2[C:23]([O:25][CH3:26])=[O:24])[CH:18]=[CH:19][CH:20]=1)=[O:14])(C)(C)C. Product: [F:45][C:42]1([F:44])[O:41][C:40]2[CH:46]=[CH:47][C:37]([C:34]3([C:32]([NH:31][C:29]4[N:30]=[C:21]([C:17]5[CH:16]=[C:15]([CH:20]=[CH:19][CH:18]=5)[C:13]([OH:14])=[O:12])[C:22]([C:23]([O:25][CH3:26])=[O:24])=[CH:27][CH:28]=4)=[O:33])[CH2:36][CH2:35]3)=[CH:38][C:39]=2[O:43]1. The catalyst class is: 326. (2) Reactant: [CH3:1][C:2]1[C:20]([CH3:21])=[C:19]([CH3:22])[C:18]([CH3:23])=[C:17]([CH3:24])[C:3]=1[CH2:4][N:5]1[CH2:10][CH2:9][N:8]([CH2:11][C:12](OCC)=[O:13])[CH2:7][CH2:6]1.[NH2:25][NH2:26]. Product: [CH3:1][C:2]1[C:20]([CH3:21])=[C:19]([CH3:22])[C:18]([CH3:23])=[C:17]([CH3:24])[C:3]=1[CH2:4][N:5]1[CH2:6][CH2:7][N:8]([CH2:11][C:12]([NH:25][NH2:26])=[O:13])[CH2:9][CH2:10]1. The catalyst class is: 8. (3) Reactant: [F:1][C:2]1[CH:3]=[C:4]([CH:9](C)[C:10](O)=O)C=[CH:6][C:7]=1[F:8].[C:14](Cl)(=[O:18])[C:15](Cl)=O. Product: [F:1][C:2]1[CH:3]=[C:4]2[C:15](=[CH:6][C:7]=1[F:8])[C:14](=[O:18])[CH2:10][CH2:9]2. The catalyst class is: 85. (4) Reactant: C([Sn](CCCC)(CCCC)[C:6]1[N:7]=[CH:8][N:9]([C:11]2[CH:16]=[C:15]([C:17]([F:20])([F:19])[F:18])[CH:14]=[C:13]([C:21]3[CH:26]=[CH:25][C:24]([C:27]([F:30])([F:29])[F:28])=[CH:23][CH:22]=3)[N:12]=2)[CH:10]=1)CCC.[C:39]([NH:43][S:44]([C:47]1[S:51][C:50](Cl)=[N:49][CH:48]=1)(=[O:46])=[O:45])([CH3:42])([CH3:41])[CH3:40].CCCCCCC. Product: [C:39]([NH:43][S:44]([C:47]1[S:51][C:50]([C:6]2[N:7]=[CH:8][N:9]([C:11]3[CH:16]=[C:15]([C:17]([F:20])([F:18])[F:19])[CH:14]=[C:13]([C:21]4[CH:22]=[CH:23][C:24]([C:27]([F:30])([F:28])[F:29])=[CH:25][CH:26]=4)[N:12]=3)[CH:10]=2)=[N:49][CH:48]=1)(=[O:45])=[O:46])([CH3:42])([CH3:40])[CH3:41]. The catalyst class is: 109. (5) The catalyst class is: 283. Product: [OH:41][CH2:40][CH2:39][CH2:38][CH2:37][CH2:36][CH2:35][O:34][C:32]([C:31]1[C:30](=[O:42])[O:43][C:24]2[C:19]([CH:29]=1)=[CH:20][CH:21]=[C:22]([N:55]([CH2:60][CH3:59])[CH2:56][CH3:57])[CH:23]=2)=[O:33]. Reactant: CC1(C)OC(=O)CC(=O)O1.C(O)CCCCCO.[C:19]1([CH3:29])[CH:24]=[CH:23][C:22](S(O)(=O)=O)=[CH:21][CH:20]=1.[C:30]([O:43]CCCCCCO)(=[O:42])[CH2:31][C:32]([O:34][CH2:35][CH2:36][CH2:37][CH2:38][CH2:39][CH2:40][OH:41])=[O:33].C(O)(=O)C.[NH:55]1[CH2:60][CH2:59]C[CH2:57][CH2:56]1. (6) Reactant: [Cl:1][C:2]1[N:7]=[CH:6][C:5]([NH2:8])=[C:4]([NH:9][CH:10]([CH3:12])[CH3:11])[CH:3]=1.[CH3:13]OC(OC)OC. Product: [Cl:1][C:2]1[N:7]=[CH:6][C:5]2[N:8]=[CH:13][N:9]([CH:10]([CH3:12])[CH3:11])[C:4]=2[CH:3]=1. The catalyst class is: 106.